From a dataset of Full USPTO retrosynthesis dataset with 1.9M reactions from patents (1976-2016). Predict the reactants needed to synthesize the given product. (1) Given the product [C:24]([C:28]1[CH:29]=[CH:30][C:31]([C:32]([NH:1][C@@H:2]2[CH2:7][CH2:6][CH2:5][N:4]([C:8]([O:10][C:11]([CH3:14])([CH3:13])[CH3:12])=[O:9])[CH2:3]2)=[O:33])=[CH:35][CH:36]=1)([CH3:27])([CH3:25])[CH3:26], predict the reactants needed to synthesize it. The reactants are: [NH2:1][C@@H:2]1[CH2:7][CH2:6][CH2:5][N:4]([C:8]([O:10][C:11]([CH3:14])([CH3:13])[CH3:12])=[O:9])[CH2:3]1.CCN(C(C)C)C(C)C.[C:24]([C:28]1[CH:36]=[CH:35][C:31]([C:32](Cl)=[O:33])=[CH:30][CH:29]=1)([CH3:27])([CH3:26])[CH3:25]. (2) Given the product [F:2][C:3]1[CH:12]=[C:11]2[C:6]([CH:7]=[CH:8][CH:9]=[C:10]2[N:13]2[CH2:18][CH2:17][N:16]([CH2:20][CH2:21][CH2:22][CH2:23][O:24][C:25]3[CH:26]=[CH:27][C:28]4[CH2:34][CH2:33][NH:32][C:31](=[O:35])[NH:30][C:29]=4[N:36]=3)[CH2:15][CH2:14]2)=[CH:5][CH:4]=1, predict the reactants needed to synthesize it. The reactants are: Cl.[F:2][C:3]1[CH:12]=[C:11]2[C:6]([CH:7]=[CH:8][CH:9]=[C:10]2[N:13]2[CH2:18][CH2:17][NH:16][CH2:15][CH2:14]2)=[CH:5][CH:4]=1.I[CH2:20][CH2:21][CH2:22][CH2:23][O:24][C:25]1[CH:26]=[CH:27][C:28]2[CH2:34][CH2:33][NH:32][C:31](=[O:35])[NH:30][C:29]=2[N:36]=1.C(=O)([O-])[O-].[K+].[K+].C(Cl)(Cl)Cl. (3) Given the product [NH2:1][C:2]1[N:9]=[C:8]([C:10]2[O:11][CH:12]=[CH:13][CH:14]=2)[C:7]([C:21]2[CH:22]=[CH:23][C:18]([C:16]#[N:17])=[CH:19][CH:20]=2)=[CH:6][C:3]=1[C:4]#[N:5], predict the reactants needed to synthesize it. The reactants are: [NH2:1][C:2]1[N:9]=[C:8]([C:10]2[O:11][CH:12]=[CH:13][CH:14]=2)[C:7](Br)=[CH:6][C:3]=1[C:4]#[N:5].[C:16]([C:18]1[CH:23]=[CH:22][C:21](OB(O)O)=[CH:20][CH:19]=1)#[N:17].C(=O)([O-])[O-].[K+].[K+]. (4) Given the product [CH2:18]([O:25][C:26]1[CH:31]=[CH:30][C:29]([C:2]2([OH:1])[CH2:3][CH2:4][N:5]([C:8]([O:10][CH2:11][C:12]3[CH:17]=[CH:16][CH:15]=[CH:14][CH:13]=3)=[O:9])[CH2:6][CH2:7]2)=[C:28]([CH3:33])[CH:27]=1)[C:19]1[CH:20]=[CH:21][CH:22]=[CH:23][CH:24]=1, predict the reactants needed to synthesize it. The reactants are: [O:1]=[C:2]1[CH2:7][CH2:6][N:5]([C:8]([O:10][CH2:11][C:12]2[CH:17]=[CH:16][CH:15]=[CH:14][CH:13]=2)=[O:9])[CH2:4][CH2:3]1.[CH2:18]([O:25][C:26]1[CH:31]=[CH:30][C:29](Br)=[C:28]([CH3:33])[CH:27]=1)[C:19]1[CH:24]=[CH:23][CH:22]=[CH:21][CH:20]=1. (5) Given the product [Si:8]([O:7][CH:5]1[CH2:6][C:2]([NH:1][C:40]([NH:39][C:31](=[O:38])[C:32]2[CH:33]=[CH:34][CH:35]=[CH:36][CH:37]=2)=[S:41])([C:17]2[CH:18]=[C:19]([C:23]3[CH:28]=[CH:27][CH:26]=[C:25]([O:29][CH3:30])[CH:24]=3)[CH:20]=[CH:21][CH:22]=2)[CH:3]([CH2:15][OH:16])[CH2:4]1)([C:11]([CH3:13])([CH3:12])[CH3:14])([CH3:9])[CH3:10], predict the reactants needed to synthesize it. The reactants are: [NH2:1][C:2]1([C:17]2[CH:18]=[C:19]([C:23]3[CH:28]=[CH:27][CH:26]=[C:25]([O:29][CH3:30])[CH:24]=3)[CH:20]=[CH:21][CH:22]=2)[CH2:6][CH:5]([O:7][Si:8]([C:11]([CH3:14])([CH3:13])[CH3:12])([CH3:10])[CH3:9])[CH2:4][CH:3]1[CH2:15][OH:16].[C:31]([N:39]=[C:40]=[S:41])(=[O:38])[C:32]1[CH:37]=[CH:36][CH:35]=[CH:34][CH:33]=1. (6) Given the product [N:1]1([C:6]2[N:11]=[C:10]([NH:12][CH2:13][CH2:14][N:15]([CH3:19])[CH2:16][CH2:17][NH:18][C:34]([NH:33][C:31](=[O:32])[C:30]3[CH:36]=[CH:37][C:27]([O:26][CH3:25])=[CH:28][CH:29]=3)=[S:35])[CH:9]=[C:8]([N:20]3[CH2:21][CH2:22][CH2:23][CH2:24]3)[N:7]=2)[CH2:5][CH2:4][CH2:3][CH2:2]1, predict the reactants needed to synthesize it. The reactants are: [N:1]1([C:6]2[N:11]=[C:10]([NH:12][CH2:13][CH2:14][N:15]([CH3:19])[CH2:16][CH2:17][NH2:18])[CH:9]=[C:8]([N:20]3[CH2:24][CH2:23][CH2:22][CH2:21]3)[N:7]=2)[CH2:5][CH2:4][CH2:3][CH2:2]1.[CH3:25][O:26][C:27]1[CH:37]=[CH:36][C:30]([C:31]([N:33]=[C:34]=[S:35])=[O:32])=[CH:29][CH:28]=1.